This data is from Full USPTO retrosynthesis dataset with 1.9M reactions from patents (1976-2016). The task is: Predict the reactants needed to synthesize the given product. (1) Given the product [CH3:50][N:2]([CH3:1])[CH2:3][C:4]([N:6]1[C:14]2[C:9](=[CH:10][C:11]([O:48][CH3:49])=[C:12]([NH:15][C:16]3[NH:21][C:20]4=[N:22][CH:23]=[CH:24][C:19]4=[C:18]([NH:35][C:36]4[CH:46]=[CH:45][CH:44]=[C:43]([F:47])[C:37]=4[C:38]([NH:40][CH2:41][CH3:42])=[O:39])[N:17]=3)[CH:13]=2)[CH2:8][CH2:7]1)=[O:5], predict the reactants needed to synthesize it. The reactants are: [CH3:1][N:2]([CH3:50])[CH2:3][C:4]([N:6]1[C:14]2[C:9](=[CH:10][C:11]([O:48][CH3:49])=[C:12]([NH:15][C:16]3[N:17]=[C:18]([NH:35][C:36]4[CH:46]=[CH:45][CH:44]=[C:43]([F:47])[C:37]=4[C:38]([NH:40][CH2:41][CH3:42])=[O:39])[C:19]4[CH:24]=[CH:23][N:22](S(C5C=CC(C)=CC=5)(=O)=O)[C:20]=4[N:21]=3)[CH:13]=2)[CH2:8][CH2:7]1)=[O:5].C(OCC)(=O)C. (2) Given the product [Cl:18][C:15]1[CH:16]=[CH:17][C:12]([C:10]2[C:9]3[C:4](=[CH:5][CH:6]=[CH:7][CH:8]=3)[C:3](=[O:19])[N:2]([NH:1][C:26](=[O:27])[CH2:25][CH:20]3[CH2:24][CH2:23][CH2:22][CH2:21]3)[N:11]=2)=[CH:13][CH:14]=1, predict the reactants needed to synthesize it. The reactants are: [NH2:1][N:2]1[N:11]=[C:10]([C:12]2[CH:17]=[CH:16][C:15]([Cl:18])=[CH:14][CH:13]=2)[C:9]2[C:4](=[CH:5][CH:6]=[CH:7][CH:8]=2)[C:3]1=[O:19].[CH:20]1([CH2:25][C:26](O)=[O:27])[CH2:24][CH2:23][CH2:22][CH2:21]1. (3) Given the product [CH3:32][C:2]([CH3:33])([CH3:1])[C:3](=[O:31])[CH2:4][O:5][C:6]1[CH:11]=[CH:10][C:9]([C:12]([C:17]2[CH:18]=[C:19]([CH3:29])[C:20]3[O:24][C:23]([C:25]([N:44]([CH2:43][C:42]([OH:46])=[O:41])[CH3:45])=[O:27])=[CH:22][C:21]=3[CH:28]=2)([CH2:15][CH3:16])[CH2:13][CH3:14])=[CH:8][C:7]=1[CH3:30], predict the reactants needed to synthesize it. The reactants are: [CH3:1][C:2]([CH3:33])([CH3:32])[C:3](=[O:31])[CH2:4][O:5][C:6]1[CH:11]=[CH:10][C:9]([C:12]([C:17]2[CH:18]=[C:19]([CH3:29])[C:20]3[O:24][C:23]([C:25]([OH:27])=O)=[CH:22][C:21]=3[CH:28]=2)([CH2:15][CH3:16])[CH2:13][CH3:14])=[CH:8][C:7]=1[CH3:30].C(Cl)CCl.Cl.C([O:41][C:42](=[O:46])[CH2:43][NH:44][CH3:45])C. (4) The reactants are: [Cl:1][C:2]1[N:10]=[C:9]2[C:5]([N:6]=[C:7]([CH:13]=O)[N:8]2[CH2:11][CH3:12])=[C:4]([N:15]2[CH2:20][CH2:19][O:18][CH2:17][CH2:16]2)[N:3]=1.[CH:21]12[NH:29][CH:25]([CH2:26][NH:27][CH2:28]1)[CH2:24][O:23][CH2:22]2.C(O[BH-](OC(=O)C)OC(=O)C)(=O)C.[Na+].O. Given the product [Cl:1][C:2]1[N:10]=[C:9]2[C:5]([N:6]=[C:7]([CH2:13][N:27]3[CH2:28][CH:21]4[NH:29][CH:25]([CH2:24][O:23][CH2:22]4)[CH2:26]3)[N:8]2[CH2:11][CH3:12])=[C:4]([N:15]2[CH2:16][CH2:17][O:18][CH2:19][CH2:20]2)[N:3]=1, predict the reactants needed to synthesize it. (5) Given the product [CH3:1][N:2]1[C:10]2[CH:9]=[C:8]3[O:11][CH2:12][CH2:13][O:14][C:7]3=[CH:6][C:5]=2[C:4]2([C:19]3[C:20](=[CH:21][CH:22]=[CH:23][CH:24]=3)[NH:25][C:15]2=[O:17])[C:3]1=[O:28], predict the reactants needed to synthesize it. The reactants are: [CH3:1][N:2]1[C:10]2[CH:9]=[C:8]3[O:11][CH2:12][CH2:13][O:14][C:7]3=[CH:6][C:5]=2[C:4]([C:19]2[CH:24]=[CH:23][CH:22]=[CH:21][C:20]=2[N+:25]([O-])=O)([C:15]([O:17]C)=O)[C:3]1=[O:28]. (6) Given the product [Cl:38][C:35]1[CH:36]=[CH:37][C:28]([NH:27][C:13](=[O:15])[CH2:12][C:8]2[CH:9]=[CH:10][CH:11]=[C:6]([C:3]3[CH:4]=[CH:5][O:1][CH:2]=3)[CH:7]=2)=[C:29]([CH:34]=1)[C:30]([O:32][CH3:33])=[O:31], predict the reactants needed to synthesize it. The reactants are: [O:1]1[CH:5]=[CH:4][C:3]([C:6]2[CH:7]=[C:8]([CH2:12][C:13]([OH:15])=O)[CH:9]=[CH:10][CH:11]=2)=[CH:2]1.CN(C=O)C.C(Cl)(=O)C(Cl)=O.[NH2:27][C:28]1[CH:37]=[CH:36][C:35]([Cl:38])=[CH:34][C:29]=1[C:30]([O:32][CH3:33])=[O:31].